From a dataset of Full USPTO retrosynthesis dataset with 1.9M reactions from patents (1976-2016). Predict the reactants needed to synthesize the given product. (1) Given the product [F:24][C:16]1([F:23])[C@H:17]([OH:22])[C@@H:18]([CH2:20][OH:21])[O:19][C@H:15]1[N:9]1[CH:8]=[CH:7][C:13]([NH:14][C:2]([O:4][CH2:5][CH3:6])=[O:3])=[N:12][C:10]1=[O:11], predict the reactants needed to synthesize it. The reactants are: Cl[C:2]([O:4][CH2:5][CH3:6])=[O:3].[CH:7]1[C:13]([NH2:14])=[N:12][C:10](=[O:11])[N:9]([C@@H:15]2[O:19][C@H:18]([CH2:20][OH:21])[C@@H:17]([OH:22])[C:16]2([F:24])[F:23])[CH:8]=1.Cl. (2) Given the product [F:11][CH:12]([F:39])[CH2:13][N:14]1[C:15]2[N:24]=[CH:23][CH:22]=[CH:21][C:16]=2[C:17]([OH:18])=[C:28]([C:29]2[CH:34]=[CH:33][CH:32]=[CH:31][C:30]=2[C:35]([F:36])([F:38])[F:37])[S:25]1(=[O:26])=[O:27], predict the reactants needed to synthesize it. The reactants are: C[Si]([N-][Si](C)(C)C)(C)C.[Na+].[F:11][CH:12]([F:39])[CH2:13][N:14]([S:25]([CH2:28][C:29]1[CH:34]=[CH:33][CH:32]=[CH:31][C:30]=1[C:35]([F:38])([F:37])[F:36])(=[O:27])=[O:26])[C:15]1[N:24]=[CH:23][CH:22]=[CH:21][C:16]=1[C:17](OC)=[O:18].Cl. (3) Given the product [NH2:16][C:17](=[N:51][C:52](=[O:59])[C:53]1[CH:54]=[CH:55][CH:56]=[CH:57][CH:58]=1)[C:18]1[CH:23]=[CH:22][C:21]([NH:24][CH:25]([C:26]2[NH:30][C:29](=[O:31])[N:28]([C:32]3[N:33]=[CH:34][CH:35]=[CH:36][N:37]=3)[N:27]=2)[C:38]2[C:39]([F:50])=[C:40]([CH:41]=[C:42]([O:44][CH3:45])[CH:43]=2)[O:46][CH2:47][CH2:48][O:49][C:62](=[O:63])[CH3:61])=[CH:20][CH:19]=1, predict the reactants needed to synthesize it. The reactants are: CN(C(F)=[N+](C)C)C.F[P-](F)(F)(F)(F)F.[NH2:16][C:17](=[N:51][C:52](=[O:59])[C:53]1[CH:58]=[CH:57][CH:56]=[CH:55][CH:54]=1)[C:18]1[CH:23]=[CH:22][C:21]([NH:24][CH:25]([C:38]2[CH:43]=[C:42]([O:44][CH3:45])[CH:41]=[C:40]([O:46][CH2:47][CH2:48][OH:49])[C:39]=2[F:50])[C:26]2[NH:30][C:29](=[O:31])[N:28]([C:32]3[N:37]=[CH:36][CH:35]=[CH:34][N:33]=3)[N:27]=2)=[CH:20][CH:19]=1.C(O)(=O)[CH2:61][C:62](CC(O)=O)(C(O)=O)[OH:63].P([O-])([O-])(O)=O.[Na+].[Na+]. (4) Given the product [CH2:7]([CH:6]1[CH2:10][NH:11][C:4](=[O:3])[CH2:5]1)[CH2:8][CH3:9], predict the reactants needed to synthesize it. The reactants are: C([O:3][C:4](=O)[CH2:5][CH:6]([CH2:10][N+:11]([O-])=O)[CH2:7][CH2:8][CH3:9])C.[H][H]. (5) Given the product [NH2:19][C:5]1[CH:4]=[C:3]([CH:1]=[O:2])[CH:8]=[CH:7][C:6]=1[N:9]1[CH2:10][CH2:11][CH:12]([C:15]([O:17][CH3:18])=[O:16])[CH2:13][CH2:14]1, predict the reactants needed to synthesize it. The reactants are: [CH:1]([C:3]1[CH:8]=[CH:7][C:6]([N:9]2[CH2:14][CH2:13][CH:12]([C:15]([O:17][CH3:18])=[O:16])[CH2:11][CH2:10]2)=[C:5]([N+:19]([O-])=O)[CH:4]=1)=[O:2].[H][H]. (6) The reactants are: [C:1]([O:5][C:6]([NH:8][C:9]1[CH:14]=[CH:13][C:12]([S:15][C:16]2[CH:24]=[CH:23][C:19]([C:20](O)=[O:21])=[CH:18][C:17]=2[NH:25][C:26]2[C:27]3[CH:35]=[CH:34][C:33]([CH:36]([CH3:38])[CH3:37])=[N:32][C:28]=3[N:29]=[CH:30][N:31]=2)=[CH:11][CH:10]=1)=[O:7])([CH3:4])([CH3:3])[CH3:2].[NH2:39][C:40]1[CH:45]=[CH:44][C:43]([NH:46][C:47]([C@@H:49]2[CH2:53][CH2:52][CH2:51][N:50]2[C:54]([O:56][CH2:57][C:58]2[CH:63]=[CH:62][CH:61]=[CH:60][CH:59]=2)=[O:55])=[O:48])=[CH:42][CH:41]=1. Given the product [C:1]([O:5][C:6]([NH:8][C:9]1[CH:14]=[CH:13][C:12]([S:15][C:16]2[CH:24]=[CH:23][C:19]([C:20]([NH:39][C:40]3[CH:45]=[CH:44][C:43]([NH:46][C:47]([C@@H:49]4[CH2:53][CH2:52][CH2:51][N:50]4[C:54]([O:56][CH2:57][C:58]4[CH:59]=[CH:60][CH:61]=[CH:62][CH:63]=4)=[O:55])=[O:48])=[CH:42][CH:41]=3)=[O:21])=[CH:18][C:17]=2[NH:25][C:26]2[C:27]3[CH:35]=[CH:34][C:33]([CH:36]([CH3:37])[CH3:38])=[N:32][C:28]=3[N:29]=[CH:30][N:31]=2)=[CH:11][CH:10]=1)=[O:7])([CH3:3])([CH3:2])[CH3:4], predict the reactants needed to synthesize it. (7) Given the product [NH:31]1[CH:35]=[CH:34][N:33]=[C:32]1[NH:36][C:17]([CH:14]1[CH2:13][CH2:12][N:11]([C:3]2[CH:2]=[N:1][C:10]3[C:5]([CH:4]=2)=[CH:6][CH:7]=[CH:8][CH:9]=3)[CH2:16][CH2:15]1)=[O:19], predict the reactants needed to synthesize it. The reactants are: [N:1]1[C:10]2[C:5](=[CH:6][CH:7]=[CH:8][CH:9]=2)[CH:4]=[C:3]([N:11]2[CH2:16][CH2:15][CH:14]([C:17]([OH:19])=O)[CH2:13][CH2:12]2)[CH:2]=1.BrC1C=NC2C(C=1)=CC=CC=2.[NH:31]1[CH:35]=[CH:34][N:33]=[C:32]1[NH2:36].